From a dataset of Forward reaction prediction with 1.9M reactions from USPTO patents (1976-2016). Predict the product of the given reaction. (1) Given the reactants [NH:1]1[CH2:4][CH:3]([C:5]2[CH:27]=[CH:26][C:8]3[C:9]4[N:10]=[C:11]([C:17]5[N:18]([CH:23]([CH3:25])[CH3:24])[N:19]=[C:20]([CH3:22])[N:21]=5)[S:12][C:13]=4[CH2:14][CH2:15][O:16][C:7]=3[CH:6]=2)[CH2:2]1.[Si]([O:35][CH2:36][CH:37]=O)(C(C)(C)C)(C)C.C(O)(=O)C.C(O[BH-](OC(=O)C)OC(=O)C)(=O)C.[Na+].Cl.[OH-].[Na+], predict the reaction product. The product is: [CH:23]([N:18]1[C:17]([C:11]2[S:12][C:13]3[CH2:14][CH2:15][O:16][C:7]4[CH:6]=[C:5]([CH:3]5[CH2:4][N:1]([CH2:37][CH2:36][OH:35])[CH2:2]5)[CH:27]=[CH:26][C:8]=4[C:9]=3[N:10]=2)=[N:21][C:20]([CH3:22])=[N:19]1)([CH3:25])[CH3:24]. (2) Given the reactants Cl[C:2]1[CH:7]=[CH:6][C:5]([Cl:8])=[CH:4][N:3]=1.[F:9][C:10]1[CH:27]=[CH:26][C:13]([O:14][CH2:15][C@H:16]2[CH2:25][N:20]3[CH2:21][CH2:22][NH:23][CH2:24][C@@H:19]3[CH2:18][CH2:17]2)=[CH:12][CH:11]=1.Cl, predict the reaction product. The product is: [F:9][C:10]1[CH:11]=[CH:12][C:13]([O:14][CH2:15][C@H:16]2[CH2:25][N:20]3[CH2:21][CH2:22][N:23]([C:2]4[CH:7]=[CH:6][C:5]([Cl:8])=[CH:4][N:3]=4)[CH2:24][C@@H:19]3[CH2:18][CH2:17]2)=[CH:26][CH:27]=1. (3) Given the reactants [C:1]([C:9]1[CH:17]=[CH:16][C:12](C(O)=O)=[CH:11][CH:10]=1)(=[O:8])[C:2]1[CH:7]=[CH:6][CH:5]=[CH:4][CH:3]=1.[OH-].[Na+].Cl, predict the reaction product. The product is: [C:1]([C:9]1[CH:17]=[CH:16][CH:12]=[CH:11][CH:10]=1)(=[O:8])[C:2]1[CH:7]=[CH:6][CH:5]=[CH:4][CH:3]=1. (4) Given the reactants [Cl:1][C:2]1[N:7]=[C:6](Cl)[CH:5]=[CH:4][N:3]=1.[C:9]([CH2:11][C:12]1([N:25]2[CH:29]=[C:28](B3OC(C)(C)C(C)(C)O3)[CH:27]=[N:26]2)[CH2:17][CH2:16][N:15]([C:18]([O:20][C:21]([CH3:24])([CH3:23])[CH3:22])=[O:19])[CH2:14][CH2:13]1)#[N:10].P([O-])([O-])([O-])=O.[K+].[K+].[K+], predict the reaction product. The product is: [Cl:1][C:2]1[N:7]=[C:6]([C:28]2[CH:27]=[N:26][N:25]([C:12]3([CH2:11][C:9]#[N:10])[CH2:13][CH2:14][N:15]([C:18]([O:20][C:21]([CH3:22])([CH3:23])[CH3:24])=[O:19])[CH2:16][CH2:17]3)[CH:29]=2)[CH:5]=[CH:4][N:3]=1. (5) The product is: [Br:36][C:2]1[N:10]=[C:9]([S:11][CH2:12][C:13]2[CH:18]=[CH:17][CH:16]=[C:15]([F:19])[C:14]=2[F:20])[N:8]=[C:7]2[C:3]=1[N:4]=[C:5]([NH:21][C:22](=[O:26])[O:23][CH2:24][CH3:25])[NH:6]2. Given the reactants N[C:2]1[N:10]=[C:9]([S:11][CH2:12][C:13]2[CH:18]=[CH:17][CH:16]=[C:15]([F:19])[C:14]=2[F:20])[N:8]=[C:7]2[C:3]=1[N:4]=[C:5]([NH:21][C:22](=[O:26])[O:23][CH2:24][CH3:25])[NH:6]2.N(OCCC(C)C)=O.C(Br)(Br)[Br:36], predict the reaction product. (6) The product is: [Cl:8][C:6]1[N:5]=[CH:4][N:3]=[C:2]([NH:23][CH2:22][CH:19]2[CH2:20][CH2:21][N:16]([C:9]([O:11][C:12]([CH3:15])([CH3:14])[CH3:13])=[O:10])[CH2:17][CH2:18]2)[CH:7]=1. Given the reactants Cl[C:2]1[CH:7]=[C:6]([Cl:8])[N:5]=[CH:4][N:3]=1.[C:9]([N:16]1[CH2:21][CH2:20][CH:19]([CH2:22][NH2:23])[CH2:18][CH2:17]1)([O:11][C:12]([CH3:15])([CH3:14])[CH3:13])=[O:10].C(=O)([O-])[O-].[K+].[K+], predict the reaction product. (7) Given the reactants C(C1C=C(F)C(N[C@@H](C(C)(C)C)CS(N)(=O)=O)=NC=1C1C2C(=NC=C(F)C=2)NC=1)#[N:2].[F:31][C:32]1[C:33]([NH:58][C@@H:59]([C:65]([CH3:68])([CH3:67])[CH3:66])[CH2:60][S:61]([OH:64])(=[O:63])=[O:62])=C[C:35]([C:38]2[C:46]3[C:41](=[N:42][CH:43]=[C:44]([F:47])[CH:45]=3)[N:40](S(C3C=CC(C)=CC=3)(=O)=O)[CH:39]=2)=[N:36][CH:37]=1.C(O)(C(F)(F)F)=O, predict the reaction product. The product is: [F:31][C:32]1[C:33]([NH:58][C@@H:59]([C:65]([CH3:68])([CH3:67])[CH3:66])[CH2:60][S:61]([OH:64])(=[O:63])=[O:62])=[N:2][C:35]([C:38]2[C:46]3[C:41](=[N:42][CH:43]=[C:44]([F:47])[CH:45]=3)[NH:40][CH:39]=2)=[N:36][CH:37]=1. (8) Given the reactants N[C:2]1[CH:11]=[CH:10][CH:9]=[C:8]2[C:3]=1[CH:4]=[CH:5][CH:6]=[N:7]2.N([O-])=O.[Na+].C(OCC)(=O)C.C(OCC)C.C1(C)C(C)=CC=CC=1.[H+].[B-](F)(F)(F)[F:37], predict the reaction product. The product is: [F:37][C:2]1[CH:11]=[CH:10][CH:9]=[C:8]2[C:3]=1[CH:4]=[CH:5][CH:6]=[N:7]2. (9) Given the reactants B.C1C[O:5]CC1.[CH3:7][O:8][C:9]1[CH:14]=[CH:13][C:12]([N:15]2[CH2:20][CH2:19][N:18]([C:21]3[C:22]([CH3:35])=[C:23]([CH3:34])[C:24]4[O:28][C:27]([CH3:30])([CH3:29])[C:26](=[CH2:31])[C:25]=4[C:32]=3[CH3:33])[CH2:17][CH2:16]2)=[CH:11][CH:10]=1.[H][H].[OH-].[Na+].O.OO, predict the reaction product. The product is: [CH3:7][O:8][C:9]1[CH:10]=[CH:11][C:12]([N:15]2[CH2:20][CH2:19][N:18]([C:21]3[C:22]([CH3:35])=[C:23]([CH3:34])[C:24]4[O:28][C:27]([CH3:29])([CH3:30])[CH:26]([CH2:31][OH:5])[C:25]=4[C:32]=3[CH3:33])[CH2:17][CH2:16]2)=[CH:13][CH:14]=1. (10) Given the reactants [CH3:1][S:2]([C:5]1[CH:10]=[CH:9][C:8]([C:11]2[CH:16]=[CH:15][C:14]([OH:17])=[C:13]([OH:18])[CH:12]=2)=[CH:7][CH:6]=1)(=[O:4])=[O:3].C(=O)([O-])[O-].[K+].[K+].Br[CH:26]([CH3:28])[CH3:27].[CH3:29][C:30]([CH2:32]C)=O, predict the reaction product. The product is: [CH3:1][S:2]([C:5]1[CH:6]=[CH:7][C:8]([C:11]2[CH:16]=[CH:15][C:14]([O:17][CH:26]([CH3:28])[CH3:27])=[C:13]([O:18][CH:30]([CH3:32])[CH3:29])[CH:12]=2)=[CH:9][CH:10]=1)(=[O:3])=[O:4].